Predict the reaction yield, written as a fraction of the theoretical maximum amount of product (1.0 means a 100% yield; for example, 0.34 means a 34% yield). From a dataset of Reaction yield outcomes from USPTO patents with 853,638 reactions. (1) The reactants are [BH4-].[Li+].C[Si](C)(C)Cl.[CH3:8][C:9]1[C:10]([CH2:20][C:21]#[N:22])=[N:11][N:12]([C:14]2[CH:19]=[CH:18][CH:17]=[CH:16][CH:15]=2)[CH:13]=1.CO. The catalyst is C1COCC1. The product is [CH3:8][C:9]1[C:10]([CH2:20][CH2:21][NH2:22])=[N:11][N:12]([C:14]2[CH:19]=[CH:18][CH:17]=[CH:16][CH:15]=2)[CH:13]=1. The yield is 0.654. (2) The reactants are [CH2:1]([C@H:6]1[CH2:8][C@H:7]1[CH2:9][C@@H:10]1[CH2:12][C@@H:11]1[CH2:13][C:14]#[C:15][CH2:16][CH2:17][CH2:18][CH2:19][CH2:20][OH:21])[CH2:2][CH2:3][CH2:4][CH3:5].C([C@H]1C[C@H]1C[C@@H]1C[C@H]1CCCCCCCCO)CCCC.C([C@@H]1C[C@@H]1C[C@@H]1C[C@@H]1CC#CCCCCCO)CCCC. No catalyst specified. The product is [CH2:1]([C@@H:6]1[CH2:8][C@@H:7]1[CH2:9][C@@H:10]1[CH2:12][C@H:11]1[CH2:13][CH2:14][CH2:15][CH2:16][CH2:17][CH2:18][CH2:19][CH2:20][OH:21])[CH2:2][CH2:3][CH2:4][CH3:5]. The yield is 0.690.